Predict which catalyst facilitates the given reaction. From a dataset of Catalyst prediction with 721,799 reactions and 888 catalyst types from USPTO. (1) Reactant: C([O:3][C:4](=[O:18])[CH2:5][C:6]1[NH:11][C:10]2[CH:12]=[CH:13][CH:14]=[CH:15][C:9]=2[S:8](=[O:17])(=[O:16])[CH:7]=1)C.[OH-].[Li+]. Product: [O:17]=[S:8]1(=[O:16])[C:9]2[CH:15]=[CH:14][CH:13]=[CH:12][C:10]=2[NH:11][C:6]([CH2:5][C:4]([OH:18])=[O:3])=[CH:7]1. The catalyst class is: 670. (2) The catalyst class is: 13. Product: [ClH:1].[Cl:1][C:2]1[CH:7]=[CH:6][CH:5]=[CH:4][C:3]=1[N:8]1[CH:12]([C:13]2[CH:14]=[CH:15][C:16]([N:19]3[CH2:24][CH2:23][NH:22][CH2:21][CH2:20]3)=[CH:17][CH:18]=2)[CH2:11][C:10]([C:32]([C:34]([F:36])([F:35])[F:37])([C:38]([F:41])([F:40])[F:39])[OH:33])=[N:9]1. Reactant: [Cl:1][C:2]1[CH:7]=[CH:6][CH:5]=[CH:4][C:3]=1[N:8]1[CH:12]([C:13]2[CH:18]=[CH:17][C:16]([N:19]3[CH2:24][CH2:23][N:22](C(OC(C)(C)C)=O)[CH2:21][CH2:20]3)=[CH:15][CH:14]=2)[CH2:11][C:10]([C:32]([C:38]([F:41])([F:40])[F:39])([C:34]([F:37])([F:36])[F:35])[OH:33])=[N:9]1.Cl. (3) Reactant: [OH:1][C@H:2]([C:24]1[CH:29]=[CH:28][CH:27]=[CH:26][CH:25]=1)[CH2:3][NH:4][C:5]1[CH:10]=[CH:9][C:8]([N:11]([CH3:20])[C:12](=[O:19])[C:13]2[CH:18]=[CH:17][CH:16]=[CH:15][CH:14]=2)=[CH:7][C:6]=1[N+:21]([O-:23])=[O:22].[CH3:30][C:31]([Si:34](Cl)([CH3:36])[CH3:35])([CH3:33])[CH3:32].N1C=CN=C1.Cl. Product: [C:31]([Si:34]([CH3:36])([CH3:35])[O:1][C@H:2]([C:24]1[CH:29]=[CH:28][CH:27]=[CH:26][CH:25]=1)[CH2:3][NH:4][C:5]1[CH:10]=[CH:9][C:8]([N:11]([CH3:20])[C:12](=[O:19])[C:13]2[CH:18]=[CH:17][CH:16]=[CH:15][CH:14]=2)=[CH:7][C:6]=1[N+:21]([O-:23])=[O:22])([CH3:33])([CH3:32])[CH3:30]. The catalyst class is: 2. (4) Reactant: [Cl:1][C:2]1[C:6]([Cl:7])=[C:5]([CH3:8])[NH:4][C:3]=1[C:9]([NH:11][C@@H:12]1[CH2:17][CH2:16][N:15](C(OC)=O)[CH2:14][C@@H:13]1[CH3:22])=[O:10].[OH-].[K+].O.NN.O. Product: [Cl:1][C:2]1[C:6]([Cl:7])=[C:5]([CH3:8])[NH:4][C:3]=1[C:9]([NH:11][C@@H:12]1[CH2:17][CH2:16][NH:15][CH2:14][C@@H:13]1[CH3:22])=[O:10]. The catalyst class is: 196. (5) Reactant: [NH:1]1[CH:5]=[N:4][CH:3]=[N:2]1.[H-].[Na+].[H][H].Cl[C:11]1[CH2:15][C:14]([C:20]2[CH:33]=[CH:32][C:23]([NH:24][C:25](=[O:31])[O:26][C:27]([CH3:30])([CH3:29])[CH3:28])=[C:22]([CH3:34])[CH:21]=2)([C:16]([F:19])([F:18])[F:17])[O:13][N:12]=1. Product: [CH3:34][C:22]1[CH:21]=[C:20]([C:14]2([C:16]([F:17])([F:18])[F:19])[O:13][N:12]=[C:11]([N:1]3[CH:5]=[N:4][CH:3]=[N:2]3)[CH2:15]2)[CH:33]=[CH:32][C:23]=1[NH:24][C:25](=[O:31])[O:26][C:27]([CH3:30])([CH3:28])[CH3:29]. The catalyst class is: 145.